This data is from Full USPTO retrosynthesis dataset with 1.9M reactions from patents (1976-2016). The task is: Predict the reactants needed to synthesize the given product. (1) Given the product [C:4]([O:3][C:1]([N:2]1[CH2:30][CH2:29][CH:28]([CH:27]([S:15]([C:9]2[CH:14]=[CH:13][CH:12]=[CH:11][CH:10]=2)(=[O:17])=[O:16])[NH:26][C:24]([O:23][C:19]([CH3:21])([CH3:20])[CH3:22])=[O:25])[CH2:31]1)=[O:8])([CH3:7])([CH3:6])[CH3:5], predict the reactants needed to synthesize it. The reactants are: [C:1](=[O:8])([O:3][C:4]([CH3:7])([CH3:6])[CH3:5])[NH2:2].[C:9]1([S:15]([O-:17])=[O:16])[CH:14]=[CH:13][CH:12]=[CH:11][CH:10]=1.[Na+].[C:19]([O:23][C:24]([N:26]1[CH2:30][CH2:29][CH:28]([CH:31]=O)[CH2:27]1)=[O:25])([CH3:22])([CH3:21])[CH3:20].C(O)=O. (2) Given the product [CH3:1][C:2]([CH:22]1[CH2:26][CH2:25][CH2:24][CH:23]1[CH3:27])([C:8](=[O:10])[CH3:9])[C:3]([O:5][CH2:6][CH3:7])=[O:4], predict the reactants needed to synthesize it. The reactants are: [CH3:1][CH:2]([C:8](=[O:10])[CH3:9])[C:3]([O:5][CH2:6][CH3:7])=[O:4].CC1C=CC(S(O[CH:22]2[CH2:26][CH2:25][CH2:24][CH:23]2[CH3:27])(=O)=O)=CC=1. (3) The reactants are: F[C:2]1[CH:3]=[CH:4][C:5]([N:8]2[C:16]3[CH:15]=[CH:14][N:13]=[CH:12][C:11]=3[N:10]=[CH:9]2)=[N:6][CH:7]=1.BrC1C=CC(F)=CN=1. Given the product [N:6]1[CH:7]=[CH:2][CH:3]=[CH:4][C:5]=1[N:8]1[C:16]2[CH:15]=[CH:14][N:13]=[CH:12][C:11]=2[N:10]=[CH:9]1, predict the reactants needed to synthesize it. (4) Given the product [NH2:51][C:49]([CH2:48][N:9]([CH2:8][C:6]([O:5][C:1]([CH3:2])([CH3:3])[CH3:4])=[O:7])[CH:10]([CH2:32][C:33]1[CH:38]=[CH:37][C:36]([NH:39][C:40]([O:42][C:43]([CH3:46])([CH3:45])[CH3:44])=[O:41])=[CH:35][CH:34]=1)[CH2:11][N:12]([CH2:24][C:25]([O:27][C:28]([CH3:29])([CH3:30])[CH3:31])=[O:26])[CH2:13][CH2:14][N:15]([CH2:59][C:58]([NH2:60])=[O:53])[CH2:16][C:17]([O:19][C:20]([CH3:23])([CH3:22])[CH3:21])=[O:18])=[O:50], predict the reactants needed to synthesize it. The reactants are: [C:1]([O:5][C:6]([CH2:8][NH:9][CH:10]([CH2:32][C:33]1[CH:38]=[CH:37][C:36]([NH:39][C:40]([O:42][C:43]([CH3:46])([CH3:45])[CH3:44])=[O:41])=[CH:35][CH:34]=1)[CH2:11][N:12]([CH2:24][C:25]([O:27][C:28]([CH3:31])([CH3:30])[CH3:29])=[O:26])[CH2:13][CH2:14][NH:15][CH2:16][C:17]([O:19][C:20]([CH3:23])([CH3:22])[CH3:21])=[O:18])=[O:7])([CH3:4])([CH3:3])[CH3:2].I[CH2:48][C:49]([NH2:51])=[O:50].C(=O)([O-])[O-:53].[K+].[K+].[C:58](#[N:60])[CH3:59]. (5) Given the product [Br:26][C:27]1[CH:28]=[CH:29][C:30]([C@@H:33]([OH:35])[CH3:34])=[N:31][CH:32]=1, predict the reactants needed to synthesize it. The reactants are: B1(C)OC(C2C=CC=CC=2)(C2C=CC=CC=2)[C@@H]2N1CCC2.CSC.B.[Br:26][C:27]1[CH:28]=[CH:29][C:30]([C:33](=[O:35])[CH3:34])=[N:31][CH:32]=1.